Dataset: Full USPTO retrosynthesis dataset with 1.9M reactions from patents (1976-2016). Task: Predict the reactants needed to synthesize the given product. (1) Given the product [C:24]([O:28][C:29]([NH:31][CH2:32][C:33]([O:16][N:17]1[C:22](=[O:23])[CH2:21][CH2:20][C:18]1=[O:19])=[O:34])=[O:30])([CH3:27])([CH3:26])[CH3:25], predict the reactants needed to synthesize it. The reactants are: C1CCC(N=C=NC2CCCCC2)CC1.[OH:16][N:17]1[C:22](=[O:23])[CH2:21][CH2:20][C:18]1=[O:19].[C:24]([O:28][C:29]([NH:31][CH2:32][C:33](O)=[O:34])=[O:30])([CH3:27])([CH3:26])[CH3:25]. (2) The reactants are: C(OC(=O)C)C.[C:7]([O:11][C:12]([NH:14][CH2:15][CH2:16][O:17][C:18](=[O:32])[CH2:19][O:20][C:21]1[CH:26]=[CH:25][C:24]([CH2:27][CH2:28][CH2:29][CH2:30][NH2:31])=[CH:23][CH:22]=1)=[O:13])([CH3:10])([CH3:9])[CH3:8].C(N(CC)CC)C.I.[NH2:41][C:42]1[C:43]([C:50]([NH:52][C:53](=[NH:56])SC)=[O:51])=[N:44][C:45]([Cl:49])=[C:46]([NH2:48])[N:47]=1. Given the product [C:7]([O:11][C:12]([NH:14][CH2:15][CH2:16][O:17][C:18](=[O:32])[CH2:19][O:20][C:21]1[CH:22]=[CH:23][C:24]([CH2:27][CH2:28][CH2:29][CH2:30][NH:31][C:53]([NH2:56])=[N:52][C:50]([C:43]2[C:42]([NH2:41])=[N:47][C:46]([NH2:48])=[C:45]([Cl:49])[N:44]=2)=[O:51])=[CH:25][CH:26]=1)=[O:13])([CH3:10])([CH3:8])[CH3:9], predict the reactants needed to synthesize it.